Dataset: Full USPTO retrosynthesis dataset with 1.9M reactions from patents (1976-2016). Task: Predict the reactants needed to synthesize the given product. (1) The reactants are: [CH2:1]([CH:11]([CH2:63][CH2:64][CH2:65][CH2:66][CH2:67][CH2:68]CCCCCC)[CH2:12][N:13]=[C:14]([C:16]1[C:25]2[C:24]([C:26]([OH:28])=[O:27])=[C:23]([Br:29])[C:22]([Br:30])=[C:21]([C:31]([OH:33])=[O:32])[C:20]=2[C:19]([C:34](=[N:36][CH2:37][CH:38]([CH2:51][CH2:52][CH2:53][CH2:54][CH2:55][CH2:56]CCCC)[CH2:39][CH2:40][CH2:41][CH2:42][CH2:43][CH2:44]CCCCCC)[OH:35])=[C:18]([Br:61])[C:17]=1[Br:62])[OH:15])[CH2:2][CH2:3][CH2:4][CH2:5][CH2:6]CCCC.C(C(CCCCCC)CN)CCCCC. Given the product [CH2:51]([CH:38]([CH2:39][CH2:40][CH2:41][CH2:42][CH2:43][CH3:44])[CH2:37][N:36]=[C:34]([C:19]1[C:20]2[C:21]([C:31]([OH:33])=[O:32])=[C:22]([Br:30])[C:23]([Br:29])=[C:24]([C:26]([OH:28])=[O:27])[C:25]=2[C:16]([C:14](=[N:13][CH2:12][CH:11]([CH2:1][CH2:2][CH2:3][CH2:4][CH2:5][CH3:6])[CH2:63][CH2:64][CH2:65][CH2:66][CH2:67][CH3:68])[OH:15])=[C:17]([Br:62])[C:18]=1[Br:61])[OH:35])[CH2:52][CH2:53][CH2:54][CH2:55][CH3:56], predict the reactants needed to synthesize it. (2) Given the product [CH:1]([N:4]([CH2:18][C:19]1[CH:35]=[CH:34][CH:33]=[CH:32][C:20]=1[O:21][CH2:22][CH2:23][CH2:24][CH2:25][CH2:26][C:27]([OH:29])=[O:28])[C:5](=[O:17])[C:6]1[CH:7]=[CH:8][C:9]([N:12]2[CH2:16][CH2:15][CH2:14][CH2:13]2)=[CH:10][CH:11]=1)([CH3:3])[CH3:2], predict the reactants needed to synthesize it. The reactants are: [CH:1]([N:4]([CH2:18][C:19]1[CH:35]=[CH:34][CH:33]=[CH:32][C:20]=1[O:21][CH2:22][CH2:23][CH2:24][CH2:25][CH2:26][C:27]([O:29]CC)=[O:28])[C:5](=[O:17])[C:6]1[CH:11]=[CH:10][C:9]([N:12]2[CH2:16][CH2:15][CH2:14][CH2:13]2)=[CH:8][CH:7]=1)([CH3:3])[CH3:2].O.[OH-].[Li+].Cl. (3) Given the product [Cl:1][C:2]1[CH:26]=[CH:25][C:5]([CH2:6][N:7]2[C:15]3[C:10](=[CH:11][C:12]([CH:16]=[C:17]4[S:21][C:20]([N:34]5[CH2:35][CH2:36][NH:31][C:32](=[O:37])[CH2:33]5)=[N:19][C:18]4=[O:24])=[CH:13][CH:14]=3)[CH:9]=[N:8]2)=[C:4]([C:27]([F:28])([F:29])[F:30])[CH:3]=1, predict the reactants needed to synthesize it. The reactants are: [Cl:1][C:2]1[CH:26]=[CH:25][C:5]([CH2:6][N:7]2[C:15]3[C:10](=[CH:11][C:12]([CH:16]=[C:17]4[S:21][C:20](SC)=[N:19][C:18]4=[O:24])=[CH:13][CH:14]=3)[CH:9]=[N:8]2)=[C:4]([C:27]([F:30])([F:29])[F:28])[CH:3]=1.[NH:31]1[CH2:36][CH2:35][NH:34][CH2:33][C:32]1=[O:37].